From a dataset of Reaction yield outcomes from USPTO patents with 853,638 reactions. Predict the reaction yield, written as a fraction of the theoretical maximum amount of product (1.0 means a 100% yield; for example, 0.34 means a 34% yield). (1) The reactants are [CH3:1][N:2]([CH3:18])[C:3]1[N:4]=[CH:5][C:6]2[N:11]=[C:10]([N:12]=[C:13](SC)SC)[S:9][C:7]=2[N:8]=1.Cl.Cl.[NH2:21][CH2:22][C@@:23]1([OH:31])[CH:28]2[CH2:29][CH2:30][N:25]([CH2:26][CH2:27]2)[CH2:24]1.C(=O)([O-])[O-].[Cs+].[Cs+].O. The catalyst is CN(C=O)C. The product is [CH3:1][N:2]([CH3:18])[C:3]1[N:4]=[CH:5][C:6]2[N:11]=[C:10]([NH:12][C:13]3[O:31][C@:23]4([CH2:22][N:21]=3)[CH:28]3[CH2:29][CH2:30][N:25]([CH2:26][CH2:27]3)[CH2:24]4)[S:9][C:7]=2[N:8]=1. The yield is 0.710. (2) The reactants are C([Li])CCC.CCCCCC.Cl[CH2:13][CH2:14][I:15].[CH3:16][O:17][C:18]1C=C[C:21]([C:24]([F:27])([F:26])[F:25])=[N:22][CH:23]=1. The catalyst is C1COCC1. The product is [I:15][C:14]1[C:18]([O:17][CH3:16])=[CH:23][N:22]=[C:21]([C:24]([F:27])([F:26])[F:25])[CH:13]=1. The yield is 0.160. (3) The reactants are [C:1]1([CH:7]([OH:10])[CH2:8][OH:9])[CH:6]=[CH:5][CH:4]=[CH:3][CH:2]=1.[CH:11](=O)[CH3:12]. The catalyst is C1(C)C=CC(S(O)(=O)=O)=CC=1.CCOCC. The product is [CH3:11][CH:12]1[O:10][CH:7]([C:1]2[CH:6]=[CH:5][CH:4]=[CH:3][CH:2]=2)[CH2:8][O:9]1. The yield is 0.892.